From a dataset of Reaction yield outcomes from USPTO patents with 853,638 reactions. Predict the reaction yield, written as a fraction of the theoretical maximum amount of product (1.0 means a 100% yield; for example, 0.34 means a 34% yield). (1) The reactants are C(O)(C(F)(F)F)=O.C(OC(=O)[NH:14][C:15]1[S:16][C:17]([C:20]([CH3:41])([CH3:40])[CH2:21][O:22][Si:23]([C:36]([CH3:39])([CH3:38])[CH3:37])([C:30]2[CH:35]=[CH:34][CH:33]=[CH:32][CH:31]=2)[C:24]2[CH:29]=[CH:28][CH:27]=[CH:26][CH:25]=2)=[N:18][N:19]=1)(C)(C)C. The catalyst is C(Cl)Cl. The product is [C:36]([Si:23]([C:24]1[CH:29]=[CH:28][CH:27]=[CH:26][CH:25]=1)([C:30]1[CH:35]=[CH:34][CH:33]=[CH:32][CH:31]=1)[O:22][CH2:21][C:20]([C:17]1[S:16][C:15]([NH2:14])=[N:19][N:18]=1)([CH3:41])[CH3:40])([CH3:37])([CH3:38])[CH3:39]. The yield is 0.910. (2) The reactants are FC(F)(F)S([O:6][Si:7]([CH:14]([CH3:16])[CH3:15])([CH:11]([CH3:13])[CH3:12])[CH:8]([CH3:10])[CH3:9])(=O)=O.[F:19][C:20]1[CH:21]=[CH:22][C:23]2[N:24]([C:26]([N:29]3[CH2:33][CH2:32][CH2:31][C@H:30]3[CH2:34]O)=[N:27][N:28]=2)[CH:25]=1.CCN(CC)CC.N. The catalyst is CO.C(Cl)Cl.CN(C=O)C. The product is [F:19][C:20]1[CH:21]=[CH:22][C:23]2[N:24]([C:26]([N:29]3[CH2:33][CH2:32][CH2:31][C@H:30]3[CH2:34][O:6][Si:7]([CH:8]([CH3:9])[CH3:10])([CH:11]([CH3:12])[CH3:13])[CH:14]([CH3:15])[CH3:16])=[N:27][N:28]=2)[CH:25]=1. The yield is 0.310. (3) The yield is 0.470. The product is [N:1]1[C:10]2[C:5](=[CH:6][C:7]([NH:11][C:12](=[O:14])[CH3:13])=[CH:8][CH:9]=2)[N:4]=[CH:3][CH:2]=1. The reactants are [N:1]1[C:10]2[C:5](=[CH:6][C:7]([NH2:11])=[CH:8][CH:9]=2)[N:4]=[CH:3][CH:2]=1.[C:12](OC(=O)C)(=[O:14])[CH3:13]. No catalyst specified. (4) The reactants are [CH3:1][CH:2]([CH3:25])[CH2:3][C@H:4]([NH:13][C:14]([C:16]1[S:17][C:18]2[CH:24]=[CH:23][CH:22]=[CH:21][C:19]=2[CH:20]=1)=[O:15])[C:5]([NH:7][CH2:8][CH2:9][CH2:10][NH:11][CH3:12])=[O:6].[Cl:26][C:27]1[CH:32]=[C:31]([C:33]#[N:34])[CH:30]=[CH:29][C:28]=1[S:35](Cl)(=[O:37])=[O:36].C(N(CC)CC)C. The catalyst is ClCCl. The product is [Cl:26][C:27]1[CH:32]=[C:31]([C:33]#[N:34])[CH:30]=[CH:29][C:28]=1[S:35]([N:11]([CH3:12])[CH2:10][CH2:9][CH2:8][NH:7][C:5]([C@@H:4]([NH:13][C:14]([C:16]1[S:17][C:18]2[CH:24]=[CH:23][CH:22]=[CH:21][C:19]=2[CH:20]=1)=[O:15])[CH2:3][CH:2]([CH3:25])[CH3:1])=[O:6])(=[O:36])=[O:37]. The yield is 0.940.